This data is from Catalyst prediction with 721,799 reactions and 888 catalyst types from USPTO. The task is: Predict which catalyst facilitates the given reaction. (1) Reactant: [F:1][C@H:2]([CH3:18])[CH2:3][O:4][C:5]1[CH:13]=[CH:12][C:8]([C:9](O)=[O:10])=[C:7]([C:14]([F:17])([F:16])[F:15])[CH:6]=1.C1(C)C=CC=CC=1.S(Cl)([Cl:28])=O. Product: [F:1][C@H:2]([CH3:18])[CH2:3][O:4][C:5]1[CH:13]=[CH:12][C:8]([C:9]([Cl:28])=[O:10])=[C:7]([C:14]([F:17])([F:16])[F:15])[CH:6]=1. The catalyst class is: 9. (2) Reactant: Cl[C:2]1[CH:7]=[C:6]([NH:8][CH:9]2[CH2:14][CH2:13][O:12][CH2:11][CH2:10]2)[N:5]2[N:15]=[C:16]([C:18]3[C:27]([CH3:28])=[N:26][C:25]4[C:20](=[CH:21][CH:22]=[CH:23][CH:24]=4)[N:19]=3)[CH:17]=[C:4]2[N:3]=1.[OH:29][C@H:30]1[CH2:34][CH2:33][NH:32][CH2:31]1.O. Product: [CH3:28][C:27]1[C:18]([C:16]2[CH:17]=[C:4]3[N:3]=[C:2]([N:32]4[CH2:33][CH2:34][CH:30]([OH:29])[CH2:31]4)[CH:7]=[C:6]([NH:8][CH:9]4[CH2:14][CH2:13][O:12][CH2:11][CH2:10]4)[N:5]3[N:15]=2)=[N:19][C:20]2[C:25]([N:26]=1)=[CH:24][CH:23]=[CH:22][CH:21]=2. The catalyst class is: 60.